Dataset: Forward reaction prediction with 1.9M reactions from USPTO patents (1976-2016). Task: Predict the product of the given reaction. (1) Given the reactants [C:1]([C:4]1([C:7]([O:9][CH2:10][CH3:11])=[O:8])[CH2:6][CH2:5]1)(=[O:3])[CH3:2].[Br:12]Br.O, predict the reaction product. The product is: [Br:12][CH2:2][C:1]([C:4]1([C:7]([O:9][CH2:10][CH3:11])=[O:8])[CH2:6][CH2:5]1)=[O:3]. (2) Given the reactants FC(F)(F)S(O[C:7]1[CH:8]=[CH:9][C:10]2[CH:21]=[CH:20][C:14]3=[N:15][CH:16]=[C:17]([Cl:19])[CH:18]=[C:13]3[C:12](=[O:22])[C:11]=2[C:23]=1[F:24])(=O)=O.[O:27]1[CH2:32][CH2:31][O:30][CH2:29][CH:28]1[CH2:33][N:34]([CH3:39])[S:35]([NH2:38])(=[O:37])=[O:36].CC1(C)C2C(=C(P(C3C=CC=CC=3)C3C=CC=CC=3)C=CC=2)OC2C(P(C3C=CC=CC=3)C3C=CC=CC=3)=CC=CC1=2.[O-]P([O-])([O-])=O.[K+].[K+].[K+], predict the reaction product. The product is: [Cl:19][C:17]1[CH:18]=[C:13]2[C:12](=[O:22])[C:11]3[C:23]([F:24])=[C:7]([NH:38][S:35]([N:34]([CH2:33][CH:28]4[CH2:29][O:30][CH2:31][CH2:32][O:27]4)[CH3:39])(=[O:36])=[O:37])[CH:8]=[CH:9][C:10]=3[CH:21]=[CH:20][C:14]2=[N:15][CH:16]=1. (3) Given the reactants [OH:1][C:2]1[CH:3]=[CH:4][CH:5]=[C:6]2[C:11]=1[N:10]=[CH:9][CH:8]=[CH:7]2.[H-].[Na+].[CH3:14]I, predict the reaction product. The product is: [CH3:14][O:1][C:2]1[CH:3]=[CH:4][CH:5]=[C:6]2[C:11]=1[N:10]=[CH:9][CH:8]=[CH:7]2. (4) Given the reactants Cl.[Br:2][C:3]1[CH:8]=[C:7]([CH3:9])[C:6]([N:10]2[C:14]3=[N:15][C:16]([CH3:29])=[CH:17][C:18]([N:19]4[CH2:24][CH2:23][CH:22]([CH2:25][C:26](O)=[O:27])[CH2:21][CH2:20]4)=[C:13]3[C:12]([CH3:30])=[CH:11]2)=[C:5]([CH3:31])[CH:4]=1.Cl.[CH2:33]([O:35][C:36](=[O:46])[C@H:37]([CH2:39][C:40]1[CH:45]=[CH:44][CH:43]=[CH:42][CH:41]=1)[NH2:38])[CH3:34].ON1C2C=CC=CC=2N=N1.Cl.CN(C)CCCN=C=NCC, predict the reaction product. The product is: [CH2:33]([O:35][C:36](=[O:46])[C@@H:37]([NH:38][C:26](=[O:27])[CH2:25][CH:22]1[CH2:23][CH2:24][N:19]([C:18]2[CH:17]=[C:16]([CH3:29])[N:15]=[C:14]3[N:10]([C:6]4[C:5]([CH3:31])=[CH:4][C:3]([Br:2])=[CH:8][C:7]=4[CH3:9])[CH:11]=[C:12]([CH3:30])[C:13]=23)[CH2:20][CH2:21]1)[CH2:39][C:40]1[CH:45]=[CH:44][CH:43]=[CH:42][CH:41]=1)[CH3:34]. (5) Given the reactants [CH3:1][O:2][C:3](=[O:14])[CH2:4][O:5][C:6]1[CH:11]=[CH:10][C:9]([F:12])=[C:8]([NH2:13])[CH:7]=1.C([O:17][C:18](=O)[CH:19]([CH2:24][C:25]1[CH:30]=[CH:29][C:28]([Cl:31])=[CH:27][CH:26]=1)[C:20](=O)[CH2:21][CH3:22])C, predict the reaction product. The product is: [CH3:1][O:2][C:3](=[O:14])[CH2:4][O:5][C:6]1[CH:11]=[CH:10][C:9]([F:12])=[C:8]2[C:7]=1[C:18](=[O:17])[C:19]([CH2:24][C:25]1[CH:26]=[CH:27][C:28]([Cl:31])=[CH:29][CH:30]=1)=[C:20]([CH2:21][CH3:22])[NH:13]2. (6) Given the reactants [Cl:1][C:2]1[CH:3]=[C:4]([C:9]2[S:10][CH:11]=[C:12]([C:15]([CH3:17])=O)[C:13]=2[OH:14])[CH:5]=[CH:6][C:7]=1[Cl:8].[C:18]([O:22][C:23](=[O:37])[CH2:24][NH:25][C:26]([C:28]1[S:29][C:30]([C:33]([NH:35][NH2:36])=[O:34])=[CH:31][CH:32]=1)=[O:27])([CH3:21])([CH3:20])[CH3:19].O.C1(C)C=CC(S(O)(=O)=O)=CC=1.O, predict the reaction product. The product is: [C:18]([O:22][C:23](=[O:37])[CH2:24][NH:25][C:26]([C:28]1[S:29][C:30]([C:33]([NH:35][N:36]=[C:15]([C:12]2[C:13]([OH:14])=[C:9]([C:4]3[CH:5]=[CH:6][C:7]([Cl:8])=[C:2]([Cl:1])[CH:3]=3)[S:10][CH:11]=2)[CH3:17])=[O:34])=[CH:31][CH:32]=1)=[O:27])([CH3:21])([CH3:19])[CH3:20]. (7) The product is: [Cl:1][C:2]1[CH:7]=[CH:6][C:5]([O:8][C:27]([CH3:29])([CH3:28])[C:26]([OH:31])=[O:25])=[C:4]([S:9][C:10]2[CH:15]=[CH:14][C:13]([S:16]([CH3:19])(=[O:18])=[O:17])=[CH:12][C:11]=2[Cl:20])[CH:3]=1. Given the reactants [Cl:1][C:2]1[CH:7]=[CH:6][C:5]([OH:8])=[C:4]([S:9][C:10]2[CH:15]=[CH:14][C:13]([S:16]([CH3:19])(=[O:18])=[O:17])=[CH:12][C:11]=2[Cl:20])[CH:3]=1.C([O:25][C:26](=[O:31])[C:27](Br)([CH3:29])[CH3:28])(C)(C)C, predict the reaction product.